From a dataset of NCI-60 drug combinations with 297,098 pairs across 59 cell lines. Regression. Given two drug SMILES strings and cell line genomic features, predict the synergy score measuring deviation from expected non-interaction effect. (1) Drug 1: CC1C(C(CC(O1)OC2CC(CC3=C2C(=C4C(=C3O)C(=O)C5=C(C4=O)C(=CC=C5)OC)O)(C(=O)CO)O)N)O.Cl. Drug 2: CS(=O)(=O)OCCCCOS(=O)(=O)C. Cell line: NCIH23. Synergy scores: CSS=5.31, Synergy_ZIP=-2.46, Synergy_Bliss=-1.98, Synergy_Loewe=-1.18, Synergy_HSA=-1.89. (2) Drug 1: CC12CCC(CC1=CCC3C2CCC4(C3CC=C4C5=CN=CC=C5)C)O. Drug 2: C(CC(=O)O)C(=O)CN.Cl. Cell line: MDA-MB-435. Synergy scores: CSS=5.26, Synergy_ZIP=-0.874, Synergy_Bliss=0.405, Synergy_Loewe=-2.93, Synergy_HSA=-1.47.